From a dataset of Catalyst prediction with 721,799 reactions and 888 catalyst types from USPTO. Predict which catalyst facilitates the given reaction. (1) Reactant: [Cl:1][C:2]1[CH:7]=[C:6]([OH:8])[CH:5]=[CH:4][C:3]=1[CH:9]([CH3:29])[C:10]([C:16]1[CH:17]=[CH:18][C:19]2[O:24][CH2:23][C:22](=[O:25])[N:21]([CH2:26][CH3:27])[C:20]=2[CH:28]=1)([OH:15])[C:11]([F:14])([F:13])[F:12].C(N(CC)CC)C.[F:37][C:38]([F:51])([F:50])[S:39](O[S:39]([C:38]([F:51])([F:50])[F:37])(=[O:41])=[O:40])(=[O:41])=[O:40]. Product: [Cl:1][C:2]1[CH:7]=[C:6]([O:8][S:39]([C:38]([F:51])([F:50])[F:37])(=[O:41])=[O:40])[CH:5]=[CH:4][C:3]=1[CH:9]([CH3:29])[C:10]([C:16]1[CH:17]=[CH:18][C:19]2[O:24][CH2:23][C:22](=[O:25])[N:21]([CH2:26][CH3:27])[C:20]=2[CH:28]=1)([OH:15])[C:11]([F:12])([F:13])[F:14]. The catalyst class is: 4. (2) Reactant: BrBr.S[C:4]1[CH:9]=[CH:8][CH:7]=[CH:6][N:5]=1.[S:10]([Br:14])(Br)(=[O:12])=[O:11]. Product: [N:5]1[CH:6]=[CH:7][CH:8]=[CH:9][C:4]=1[S:10]([Br:14])(=[O:12])=[O:11]. The catalyst class is: 86. (3) Reactant: [CH3:1][C:2]1([CH3:17])[O:6][C@H:5]([CH2:7][N:8]2[CH:12]=[CH:11][C:10]([NH:13]C(=O)C)=[N:9]2)[CH2:4][O:3]1.O.[OH-].[Na+].CCCCCCC. Product: [CH3:1][C:2]1([CH3:17])[O:6][C@H:5]([CH2:7][N:8]2[CH:12]=[CH:11][C:10]([NH2:13])=[N:9]2)[CH2:4][O:3]1. The catalyst class is: 282.